From a dataset of Full USPTO retrosynthesis dataset with 1.9M reactions from patents (1976-2016). Predict the reactants needed to synthesize the given product. Given the product [C:1]([O:4][C@@H:5]1[C:6]([CH3:26])=[CH:7][C@@H:8]2[C@@:13]([OH:17])([C@@H:12]([CH3:20])[CH2:11][CH2:10][C@H:9]2[C:21]([CH3:25])=[C:22]([F:24])[F:23])[C@H:14]1[OH:15])(=[O:3])[CH3:2], predict the reactants needed to synthesize it. The reactants are: [C:1]([O:4][C@H:5]1[C@@H:14]2[O:15]C(C)(C)[O:17][C@:13]32[C@H:8]([C@H:9]([C:21]([CH3:25])=[C:22]([F:24])[F:23])[CH2:10][CH2:11][C@@H:12]3[CH3:20])[CH:7]=[C:6]1[CH3:26])(=[O:3])[CH3:2].C1(C)C=CC(S(O)(=O)=O)=CC=1.